From a dataset of Forward reaction prediction with 1.9M reactions from USPTO patents (1976-2016). Predict the product of the given reaction. (1) Given the reactants [CH:1]1([CH2:5][C:6]2[N:7]=[C:8]([C:11]([NH:13][NH:14][C:15](=O)[CH2:16][C:17]([CH3:23])([CH3:22])[C:18]([O:20][CH3:21])=[O:19])=[O:12])[S:9][CH:10]=2)[CH2:4][CH2:3][CH2:2]1.Br[C:26]1[CH:31]=[CH:30][C:29]([S:32]([NH:35][C@H:36]([CH2:41][CH3:42])[C:37]([F:40])([F:39])[F:38])(=[O:34])=[O:33])=[C:28]([F:43])[C:27]=1[CH:44]([F:46])[F:45].C(=O)([O-])[O-].[K+].[K+].C(O)(=O)C(C)(C)C.F[B-](F)(F)F.C1(P(C2CCCCC2)C2CCCCC2)CCCCC1, predict the reaction product. The product is: [CH:1]1([CH2:5][C:6]2[N:7]=[C:8]([C:11]3[O:12][C:15]([CH2:16][C:17]([CH3:23])([CH3:22])[C:18]([O:20][CH3:21])=[O:19])=[N:14][N:13]=3)[S:9][C:10]=2[C:26]2[CH:31]=[CH:30][C:29]([S:32](=[O:33])(=[O:34])[NH:35][C@H:36]([CH2:41][CH3:42])[C:37]([F:40])([F:39])[F:38])=[C:28]([F:43])[C:27]=2[CH:44]([F:46])[F:45])[CH2:2][CH2:3][CH2:4]1. (2) Given the reactants [CH2:1]([O:8][C:9]1[CH:14]=[C:13]([O:15][CH2:16][C:17]2[CH:22]=[CH:21][CH:20]=[CH:19][CH:18]=2)[C:12]([C:23]([CH3:25])=[CH2:24])=[CH:11][C:10]=1[C:26]([N:28]1[CH2:36][C:35]2[C:30](=[CH:31][CH:32]=[C:33](Br)[CH:34]=2)[CH2:29]1)=[O:27])[C:2]1[CH:7]=[CH:6][CH:5]=[CH:4][CH:3]=1.CC(C)([O-])C.[Na+].[CH3:44][N:45]1[CH2:50][CH2:49][NH:48][CH2:47][CH2:46]1.C1(C)C=CC=CC=1, predict the reaction product. The product is: [CH2:1]([O:8][C:9]1[CH:14]=[C:13]([O:15][CH2:16][C:17]2[CH:22]=[CH:21][CH:20]=[CH:19][CH:18]=2)[C:12]([C:23]([CH3:25])=[CH2:24])=[CH:11][C:10]=1[C:26]([N:28]1[CH2:36][C:35]2[C:30](=[CH:31][CH:32]=[C:33]([N:48]3[CH2:49][CH2:50][N:45]([CH3:44])[CH2:46][CH2:47]3)[CH:34]=2)[CH2:29]1)=[O:27])[C:2]1[CH:7]=[CH:6][CH:5]=[CH:4][CH:3]=1. (3) Given the reactants [NH2:1][C:2]1[C:7]2[N:8]([CH2:21][CH2:22][C:23]([O:25][CH3:26])=[O:24])[C:9]([CH:11]([C:13]3[CH:18]=[CH:17][C:16]([Cl:19])=[CH:15][C:14]=3[Cl:20])[OH:12])=[N:10][C:6]=2[CH:5]=[CH:4][CH:3]=1.[C:27](O)(=O)[CH3:28].[CH:31](=O)[CH3:32].C(O[BH3-])(=O)C.[Na+], predict the reaction product. The product is: [Cl:20][C:14]1[CH:15]=[C:16]([Cl:19])[CH:17]=[CH:18][C:13]=1[CH:11]([OH:12])[C:9]1[N:8]([CH2:21][CH2:22][C:23]([O:25][CH3:26])=[O:24])[C:7]2[C:2]([N:1]([CH2:27][CH3:28])[CH2:31][CH3:32])=[CH:3][CH:4]=[CH:5][C:6]=2[N:10]=1. (4) Given the reactants [C:1]([C:3]1([NH:6][C:7](=[O:34])[C@H:8]([CH2:31][CH2:32][CH3:33])[NH:9][C@@H:10]([C:15]2[CH:20]=[CH:19][C:18](C3C=CC(S(C)(=O)=O)=CC=3)=[CH:17][CH:16]=2)[C:11]([F:14])([F:13])[F:12])[CH2:5][CH2:4]1)#[N:2].[F:35][C:36]1[CH:37]=[C:38](B(O)O)[CH:39]=[CH:40][C:41]=1[F:42], predict the reaction product. The product is: [C:1]([C:3]1([NH:6][C:7](=[O:34])[C@@H:8]([NH:9][C@@H:10]([C:15]2[CH:20]=[CH:19][C:18]([C:38]3[CH:39]=[CH:40][C:41]([F:42])=[C:36]([F:35])[CH:37]=3)=[CH:17][CH:16]=2)[C:11]([F:12])([F:14])[F:13])[CH2:31][CH2:32][CH3:33])[CH2:5][CH2:4]1)#[N:2]. (5) Given the reactants C[O:2][C:3](=[O:35])[CH2:4][N:5]1[C:13]2[C:8](=[CH:9][C:10]([F:14])=[CH:11][CH:12]=2)[C:7]([CH2:15][C:16]2[CH:21]=[CH:20][CH:19]=[CH:18][C:17]=2[S:22](=[O:33])(=[O:32])[NH:23][CH2:24][C:25]2[CH:30]=[CH:29][C:28]([F:31])=[CH:27][CH:26]=2)=[C:6]1[CH3:34].[OH-].[Na+].Cl, predict the reaction product. The product is: [F:14][C:10]1[CH:9]=[C:8]2[C:13](=[CH:12][CH:11]=1)[N:5]([CH2:4][C:3]([OH:35])=[O:2])[C:6]([CH3:34])=[C:7]2[CH2:15][C:16]1[CH:21]=[CH:20][CH:19]=[CH:18][C:17]=1[S:22](=[O:33])(=[O:32])[NH:23][CH2:24][C:25]1[CH:26]=[CH:27][C:28]([F:31])=[CH:29][CH:30]=1. (6) The product is: [CH3:28][N:29]([O:30][CH3:31])[C:10]([C@@H:9]([NH:8][C:6](=[O:7])[O:5][C:2]([CH3:1])([CH3:3])[CH3:4])[CH2:13][CH3:14])=[O:12]. Given the reactants [CH3:1][C:2]([O:5][C:6]([NH:8][C@@H:9]([CH2:13][CH3:14])[C:10]([OH:12])=O)=[O:7])([CH3:4])[CH3:3].C(N1C=CN=C1)(N1C=CN=C1)=O.Cl.[CH3:28][NH:29][O:30][CH3:31].CCN(C(C)C)C(C)C, predict the reaction product. (7) Given the reactants [NH2:1][CH:2]1[CH2:7][CH2:6][N:5]([C:8]2[CH:16]=[CH:15][C:11]([C:12]([NH2:14])=[O:13])=[C:10]([C:17]3[CH:22]=[CH:21][C:20]([O:23][C:24]4[CH:29]=[CH:28][CH:27]=[CH:26][CH:25]=4)=[CH:19][CH:18]=3)[N:9]=2)[CH2:4][CH2:3]1.C(OC(N1C=C(C2C=C[C:46]([C:49](=[O:51])N)=[C:45](C3C=CC(OC4C=CC=CC=4)=CC=3)N=2)CCC1)=O)(C)(C)C, predict the reaction product. The product is: [C:49]([NH:1][CH:2]1[CH2:3][CH2:4][N:5]([C:8]2[CH:16]=[CH:15][C:11]([C:12]([NH2:14])=[O:13])=[C:10]([C:17]3[CH:22]=[CH:21][C:20]([O:23][C:24]4[CH:29]=[CH:28][CH:27]=[CH:26][CH:25]=4)=[CH:19][CH:18]=3)[N:9]=2)[CH2:6][CH2:7]1)(=[O:51])[CH:46]=[CH2:45].